From a dataset of Reaction yield outcomes from USPTO patents with 853,638 reactions. Predict the reaction yield, written as a fraction of the theoretical maximum amount of product (1.0 means a 100% yield; for example, 0.34 means a 34% yield). (1) The reactants are [CH3:1][O:2][C:3]1[CH:8]=[CH:7][C:6]([CH2:9][CH2:10][C:11]([NH2:13])=[O:12])=[CH:5][CH:4]=1.[CH2:14]([SnH:18]([CH2:23][CH2:24][CH2:25][CH3:26])[CH2:19][CH2:20][CH2:21][CH3:22])[CH2:15][CH2:16][CH3:17]. The catalyst is O1CCCC1. The product is [CH2:23]([Sn:18]([CH2:14][CH2:15][CH2:16][CH3:17])([CH2:19][CH2:20][CH2:21][CH3:22])/[C:10](=[CH:9]/[C:6]1[CH:5]=[CH:4][C:3]([O:2][CH3:1])=[CH:8][CH:7]=1)/[C:11]([NH2:13])=[O:12])[CH2:24][CH2:25][CH3:26]. The yield is 0.680. (2) The reactants are C(P(C(C)(C)C)C1C=CC=CC=1C1C(C(C)C)=CC(C(C)C)=CC=1C(C)C)(C)(C)C.Br[C:32]1[N:33]=[C:34]2[CH:40]=[C:39]([CH3:41])[N:38]([S:42]([C:45]3[CH:51]=[CH:50][C:48]([CH3:49])=[CH:47][CH:46]=3)(=[O:44])=[O:43])[C:35]2=[N:36][CH:37]=1.[NH:52]([C:54]([O:56][C:57]([CH3:60])([CH3:59])[CH3:58])=[O:55])[NH2:53].CC([O-])(C)C.[Na+]. The catalyst is O1CCOCC1.C1C=CC(/C=C/C(/C=C/C2C=CC=CC=2)=O)=CC=1.C1C=CC(/C=C/C(/C=C/C2C=CC=CC=2)=O)=CC=1.C1C=CC(/C=C/C(/C=C/C2C=CC=CC=2)=O)=CC=1.[Pd].[Pd]. The product is [CH3:41][C:39]1[N:38]([S:42]([C:45]2[CH:51]=[CH:50][C:48]([CH3:49])=[CH:47][CH:46]=2)(=[O:44])=[O:43])[C:35]2=[N:36][CH:37]=[C:32]([NH:53][NH:52][C:54]([O:56][C:57]([CH3:60])([CH3:59])[CH3:58])=[O:55])[N:33]=[C:34]2[CH:40]=1. The yield is 0.140. (3) The reactants are [Br:1][C:2]1[C:6]2[C:7]([NH2:19])=[N:8][CH:9]=[C:10]([C:11]3[CH:16]=[CH:15][CH:14]=[C:13]([CH2:17]Cl)[CH:12]=3)[C:5]=2[S:4][CH:3]=1.[CH3:20][N:21]1[CH2:26][CH2:25][NH:24][CH2:23][CH2:22]1.C([O-])([O-])=[O:28].[K+].[K+]. The catalyst is COCCOC. The product is [NH4+:8].[OH-:28].[Br:1][C:2]1[C:6]2[C:7]([NH2:19])=[N:8][CH:9]=[C:10]([C:11]3[CH:16]=[CH:15][CH:14]=[C:13]([CH2:17][N:24]4[CH2:25][CH2:26][N:21]([CH3:20])[CH2:22][CH2:23]4)[CH:12]=3)[C:5]=2[S:4][CH:3]=1. The yield is 0.00100. (4) The reactants are C([O:3][C:4](=[O:25])[CH2:5][N:6]1[CH2:9][C:8]2([CH2:13][CH2:12][CH2:11][N:10]2[C:14]([O:16][CH2:17][C:18]2[CH:23]=[CH:22][CH:21]=[CH:20][CH:19]=2)=[O:15])[C:7]1=[O:24])C.O[Li].O. The catalyst is C1COCC1.O. The product is [CH2:17]([O:16][C:14]([N:10]1[CH2:11][CH2:12][CH2:13][C:8]21[C:7](=[O:24])[N:6]([CH2:5][C:4]([OH:25])=[O:3])[CH2:9]2)=[O:15])[C:18]1[CH:19]=[CH:20][CH:21]=[CH:22][CH:23]=1. The yield is 0.853. (5) The reactants are [CH:1]([C:4]1[C:8]2[CH:9]=[CH:10][C:11]([C:13]([F:16])([F:15])[F:14])=[CH:12][C:7]=2[S:6][C:5]=1[CH2:17]O)([CH3:3])[CH3:2].S(Cl)([Cl:21])=O. The catalyst is C1C=CC=CC=1. The product is [Cl:21][CH2:17][C:5]1[S:6][C:7]2[CH:12]=[C:11]([C:13]([F:16])([F:15])[F:14])[CH:10]=[CH:9][C:8]=2[C:4]=1[CH:1]([CH3:3])[CH3:2]. The yield is 0.700.